From a dataset of Forward reaction prediction with 1.9M reactions from USPTO patents (1976-2016). Predict the product of the given reaction. (1) Given the reactants [Br:1][C:2]1[CH:3]=[CH:4][C:5]([C:8]2([C:11]#N)[CH2:10][CH2:9]2)=[N:6][CH:7]=1.[OH-:13].[Na+].Cl.C([OH:18])C, predict the reaction product. The product is: [Br:1][C:2]1[CH:3]=[CH:4][C:5]([C:8]2([C:11]([OH:18])=[O:13])[CH2:10][CH2:9]2)=[N:6][CH:7]=1. (2) Given the reactants B(Br)(Br)Br.C[O:6][C:7]1[CH:12]=[CH:11][CH:10]=[CH:9][C:8]=1[C:13]1[O:17][CH:16]=[N:15][CH:14]=1, predict the reaction product. The product is: [O:17]1[C:13]([C:8]2[CH:9]=[CH:10][CH:11]=[CH:12][C:7]=2[OH:6])=[CH:14][N:15]=[CH:16]1.